Dataset: Forward reaction prediction with 1.9M reactions from USPTO patents (1976-2016). Task: Predict the product of the given reaction. (1) Given the reactants C([O:3][C:4](=[O:28])[CH2:5][NH:6][C:7]([C:9]1[C:10](=[O:27])[S:11][C:12]2[C:17]([C:18]=1[OH:19])=[CH:16][C:15]([Cl:20])=[CH:14][C:13]=2[C:21]1[CH:26]=[CH:25][CH:24]=[CH:23][CH:22]=1)=[O:8])C.[OH-].[Na+], predict the reaction product. The product is: [Cl:20][C:15]1[CH:16]=[C:17]2[C:12](=[C:13]([C:21]3[CH:22]=[CH:23][CH:24]=[CH:25][CH:26]=3)[CH:14]=1)[S:11][C:10](=[O:27])[C:9]([C:7]([NH:6][CH2:5][C:4]([OH:28])=[O:3])=[O:8])=[C:18]2[OH:19]. (2) The product is: [Cl:8][C:5]1[CH:6]=[CH:7][C:2]([NH:1][S:16]([C:19]([F:22])([F:21])[F:20])(=[O:17])=[O:15])=[C:3]([C:9](=[O:14])[C:10]([CH3:11])([CH3:13])[CH3:12])[CH:4]=1. Given the reactants [NH2:1][C:2]1[CH:7]=[CH:6][C:5]([Cl:8])=[CH:4][C:3]=1[C:9](=[O:14])[C:10]([CH3:13])([CH3:12])[CH3:11].[O:15](S(C(F)(F)F)(=O)=O)[S:16]([C:19]([F:22])([F:21])[F:20])(=O)=[O:17], predict the reaction product. (3) Given the reactants C[CH2:2][C:3]([C:12]1[CH:17]=[CH:16][C:15]([OH:18])=[CH:14][CH:13]=1)([C:5]1[CH:10]=[CH:9][C:8]([OH:11])=[CH:7][CH:6]=1)C, predict the reaction product. The product is: [CH3:2][CH:3]([C:5]1[CH:10]=[CH:9][C:8]([OH:11])=[CH:7][CH:6]=1)[C:12]1[CH:13]=[CH:14][C:15]([OH:18])=[CH:16][CH:17]=1. (4) Given the reactants Cl[C:2]1[N:7]=[C:6]([CH3:8])[N:5]=[C:4]([N:9]([CH2:19][C:20]2[CH:25]=[CH:24][C:23]([O:26][CH3:27])=[CH:22][CH:21]=2)[CH2:10][C:11]2[CH:16]=[CH:15][C:14]([O:17][CH3:18])=[CH:13][CH:12]=2)[N:3]=1.[CH2:28]([O:35][C:36]1[CH:37]=[C:38](B(O)O)[C:39]([F:42])=[N:40][CH:41]=1)[C:29]1[CH:34]=[CH:33][CH:32]=[CH:31][CH:30]=1.CC(N)CC1C=CC=CC=1.OP(O)(O)=O.C([O-])(=O)C.[K+], predict the reaction product. The product is: [CH2:28]([O:35][C:36]1[CH:37]=[C:38]([C:2]2[N:7]=[C:6]([CH3:8])[N:5]=[C:4]([N:9]([CH2:19][C:20]3[CH:25]=[CH:24][C:23]([O:26][CH3:27])=[CH:22][CH:21]=3)[CH2:10][C:11]3[CH:16]=[CH:15][C:14]([O:17][CH3:18])=[CH:13][CH:12]=3)[N:3]=2)[C:39]([F:42])=[N:40][CH:41]=1)[C:29]1[CH:30]=[CH:31][CH:32]=[CH:33][CH:34]=1. (5) Given the reactants [Li+].[OH-].[Cl:3][C:4]([Cl:15])([Cl:14])[CH:5]=[CH:6][C:7]([O:9]CCCC)=[O:8].Cl, predict the reaction product. The product is: [Cl:3][C:4]([Cl:15])([Cl:14])[CH:5]=[CH:6][C:7]([OH:9])=[O:8].